From a dataset of Reaction yield outcomes from USPTO patents with 853,638 reactions. Predict the reaction yield, written as a fraction of the theoretical maximum amount of product (1.0 means a 100% yield; for example, 0.34 means a 34% yield). The product is [CH2:4]([O:3][C:1]([N:11]1[CH2:16][CH2:15][CH:14]([NH:19][NH2:20])[CH2:13][CH2:12]1)=[O:2])[C:5]1[CH:10]=[CH:9][CH:8]=[CH:7][CH:6]=1. The catalyst is CO.C(Cl)Cl. The reactants are [C:1]([N:11]1[CH2:16][CH2:15][C:14](=O)[CH2:13][CH2:12]1)([O:3][CH2:4][C:5]1[CH:10]=[CH:9][CH:8]=[CH:7][CH:6]=1)=[O:2].O.[NH2:19][NH2:20].[BH4-].[Na+].N. The yield is 0.580.